This data is from Forward reaction prediction with 1.9M reactions from USPTO patents (1976-2016). The task is: Predict the product of the given reaction. Given the reactants [F:1][C:2]1[CH:3]=[C:4]([CH:6]=[CH:7][C:8]=1[N:9]1[CH2:14][CH2:13][O:12][CH2:11][CH2:10]1)[NH2:5].C[Al](C)C.C[O:20][C:21](=O)/[CH:22]=[C:23](\[NH:25][C:26](=O)[CH2:27][O:28][C:29]1[CH:34]=[CH:33][C:32]([F:35])=[C:31]([F:36])[CH:30]=1)/[CH3:24], predict the reaction product. The product is: [F:36][C:31]1[CH:30]=[C:29]([CH:34]=[CH:33][C:32]=1[F:35])[O:28][CH2:27][C:26]1[N:5]([C:4]2[CH:6]=[CH:7][C:8]([N:9]3[CH2:14][CH2:13][O:12][CH2:11][CH2:10]3)=[C:2]([F:1])[CH:3]=2)[C:21](=[O:20])[CH:22]=[C:23]([CH3:24])[N:25]=1.